Dataset: Full USPTO retrosynthesis dataset with 1.9M reactions from patents (1976-2016). Task: Predict the reactants needed to synthesize the given product. (1) Given the product [Cl:1][C:2]1[CH:3]=[C:4]([NH:9][C:10]2[C:19]3[C:14](=[CH:15][C:16]([O:23][C@H:24]4[CH2:28][CH2:27][O:26][CH2:25]4)=[C:17]([NH2:20])[CH:18]=3)[N:13]=[CH:12][N:11]=2)[CH:5]=[CH:6][C:7]=1[F:8], predict the reactants needed to synthesize it. The reactants are: [Cl:1][C:2]1[CH:3]=[C:4]([NH:9][C:10]2[C:19]3[C:14](=[CH:15][C:16]([O:23][C@H:24]4[CH2:28][CH2:27][O:26][CH2:25]4)=[C:17]([N+:20]([O-])=O)[CH:18]=3)[N:13]=[CH:12][N:11]=2)[CH:5]=[CH:6][C:7]=1[F:8].[Cl-].[NH4+].[H][H]. (2) Given the product [C:16]1([C:14]([C:22]2[CH:27]=[CH:26][CH:25]=[CH:24][CH:23]=2)([CH:11]2[CH2:12][CH2:13][N:8]([CH2:7][CH2:6][C:5]3[CH:28]=[CH:29][C:2]([C:32]4[CH:31]=[N:30][CH:35]=[CH:34][CH:33]=4)=[CH:3][CH:4]=3)[CH2:9][CH2:10]2)[OH:15])[CH:21]=[CH:20][CH:19]=[CH:18][CH:17]=1, predict the reactants needed to synthesize it. The reactants are: Br[C:2]1[CH:29]=[CH:28][C:5]([CH2:6][CH2:7][N:8]2[CH2:13][CH2:12][CH:11]([C:14]([C:22]3[CH:27]=[CH:26][CH:25]=[CH:24][CH:23]=3)([C:16]3[CH:21]=[CH:20][CH:19]=[CH:18][CH:17]=3)[OH:15])[CH2:10][CH2:9]2)=[CH:4][CH:3]=1.[N:30]1[CH:35]=[CH:34][CH:33]=[C:32](B(O)O)[CH:31]=1.C(=O)([O-])[O-].[K+].[K+]. (3) Given the product [Cl:15][C:5]1[CH:6]=[C:7]([N:9]2[CH2:14][CH2:13][O:12][CH2:11][CH2:10]2)[N:8]=[C:3]([CH2:2][N:17]2[CH2:18][CH2:19][C:20]3[C:25](=[CH:24][CH:23]=[CH:22][CH:21]=3)[CH2:16]2)[N:4]=1, predict the reactants needed to synthesize it. The reactants are: Br[CH2:2][C:3]1[N:8]=[C:7]([N:9]2[CH2:14][CH2:13][O:12][CH2:11][CH2:10]2)[CH:6]=[C:5]([Cl:15])[N:4]=1.[CH2:16]1[C:25]2[C:20](=[CH:21][CH:22]=[CH:23][CH:24]=2)[CH2:19][CH2:18][NH:17]1.C(=O)([O-])[O-].[K+].[K+].